The task is: Regression. Given a peptide amino acid sequence and an MHC pseudo amino acid sequence, predict their binding affinity value. This is MHC class I binding data.. This data is from Peptide-MHC class I binding affinity with 185,985 pairs from IEDB/IMGT. (1) The peptide sequence is DRVVLQSKELL. The MHC is Mamu-B03 with pseudo-sequence Mamu-B03. The binding affinity (normalized) is 0. (2) The peptide sequence is KRQQELLR. The MHC is Mamu-B08 with pseudo-sequence Mamu-B08. The binding affinity (normalized) is 0.330. (3) The peptide sequence is VPMSTYGWNI. The MHC is HLA-B07:02 with pseudo-sequence HLA-B07:02. The binding affinity (normalized) is 0.621. (4) The peptide sequence is FWAWSVLRV. The MHC is HLA-A03:01 with pseudo-sequence HLA-A03:01. The binding affinity (normalized) is 0.0847. (5) The peptide sequence is RMMETWHPL. The MHC is HLA-B57:01 with pseudo-sequence HLA-B57:01. The binding affinity (normalized) is 0.0847.